Dataset: Forward reaction prediction with 1.9M reactions from USPTO patents (1976-2016). Task: Predict the product of the given reaction. (1) Given the reactants [C:1]([C:5]1[S:9]/[C:8](=[N:10]\[C:11]([C:13]2[CH:18]=[C:17]([Cl:19])[CH:16]=[CH:15][C:14]=2[O:20][CH3:21])=[S:12])/[N:7]([CH2:22][C@H:23]2[CH2:28][CH2:27][CH2:26][CH2:25][N:24]2C(OC(C)(C)C)=O)[CH:6]=1)([CH3:4])([CH3:3])[CH3:2].[ClH:36], predict the reaction product. The product is: [C:1]([C:5]1[S:9]/[C:8](=[N:10]\[C:11](=[S:12])[C:13]2[CH:18]=[C:17]([Cl:19])[CH:16]=[CH:15][C:14]=2[O:20][CH3:21])/[N:7]([CH2:22][C@H:23]2[CH2:28][CH2:27][CH2:26][CH2:25][NH:24]2)[CH:6]=1)([CH3:4])([CH3:2])[CH3:3].[ClH:36]. (2) The product is: [F:1][C:2]1[CH:7]=[C:6]([CH:5]=[CH:4][C:3]=1[CH2:11][O:12][CH2:13][CH2:14][O:15][CH3:16])[NH2:8]. Given the reactants [F:1][C:2]1[CH:7]=[C:6]([N+:8]([O-])=O)[CH:5]=[CH:4][C:3]=1[CH2:11][O:12][CH2:13][CH2:14][O:15][CH3:16], predict the reaction product. (3) Given the reactants [C:1]([C:4]1[CH:5]=[CH:6][C:7]([C:16]2[C:17]([CH3:30])=[C:18]([NH:22][C:23]([C:25]3[S:26][CH:27]=[CH:28][N:29]=3)=[O:24])[CH:19]=[CH:20][CH:21]=2)=[C:8]2[C:12]=1[NH:11][CH:10]=[C:9]2[N+:13]([O-])=O)(=[O:3])[NH2:2], predict the reaction product. The product is: [NH2:13][C:9]1[C:8]2[C:12](=[C:4]([C:1](=[O:3])[NH2:2])[CH:5]=[CH:6][C:7]=2[C:16]2[C:17]([CH3:30])=[C:18]([NH:22][C:23]([C:25]3[S:26][CH:27]=[CH:28][N:29]=3)=[O:24])[CH:19]=[CH:20][CH:21]=2)[NH:11][CH:10]=1. (4) Given the reactants [C:1](Cl)(=[O:3])[CH3:2].[NH2:5][CH2:6][CH2:7][O:8][C:9]1[CH:14]=[CH:13][C:12]([C:15]2([OH:27])[CH2:19][CH2:18][CH2:17][CH:16]2[NH:20][S:21]([CH:24]([CH3:26])[CH3:25])(=[O:23])=[O:22])=[CH:11][CH:10]=1.C(N(CC)CC)C, predict the reaction product. The product is: [OH:27][C:15]1([C:12]2[CH:13]=[CH:14][C:9]([O:8][CH2:7][CH2:6][NH:5][C:1](=[O:3])[CH3:2])=[CH:10][CH:11]=2)[CH2:19][CH2:18][CH2:17][CH:16]1[NH:20][S:21]([CH:24]([CH3:25])[CH3:26])(=[O:23])=[O:22]. (5) Given the reactants [CH3:1][N:2]1[CH2:7][CH2:6][CH:5]([NH:8][C:9]([C:11]2[C:19]3[O:18][CH2:17][O:16][C:15]=3[C:14]([N+:20]([O-])=O)=[CH:13][CH:12]=2)=[O:10])[CH2:4][CH2:3]1, predict the reaction product. The product is: [NH2:20][C:14]1[C:15]2[O:16][CH2:17][O:18][C:19]=2[C:11]([C:9]([NH:8][CH:5]2[CH2:6][CH2:7][N:2]([CH3:1])[CH2:3][CH2:4]2)=[O:10])=[CH:12][CH:13]=1. (6) Given the reactants [CH3:1][O:2][C:3](=[O:29])[C@H:4]([OH:28])[CH:5]([NH:20][C:21]([O:23][C:24]([CH3:27])([CH3:26])[CH3:25])=[O:22])[CH2:6][C:7]1[CH:12]=[CH:11][C:10]([C:13]2[CH:18]=[CH:17][CH:16]=[C:15]([Cl:19])[CH:14]=2)=[CH:9][CH:8]=1.I[CH3:31], predict the reaction product. The product is: [CH3:1][O:2][C:3](=[O:29])[C@H:4]([O:28][CH3:31])[CH:5]([NH:20][C:21]([O:23][C:24]([CH3:25])([CH3:26])[CH3:27])=[O:22])[CH2:6][C:7]1[CH:12]=[CH:11][C:10]([C:13]2[CH:18]=[CH:17][CH:16]=[C:15]([Cl:19])[CH:14]=2)=[CH:9][CH:8]=1.